Task: Predict the reaction yield, written as a fraction of the theoretical maximum amount of product (1.0 means a 100% yield; for example, 0.34 means a 34% yield).. Dataset: Reaction yield outcomes from USPTO patents with 853,638 reactions (1) The reactants are Br[C:2]1[CH:7]=[CH:6][C:5]([NH:8][N:9]2[C:17](=[O:18])[C:16]3[C:11](=[CH:12][CH:13]=[CH:14][CH:15]=3)[C:10]2=[O:19])=[CH:4][CH:3]=1.C([O-])([O-])=O.[K+].[K+].CO[CH2:28][CH2:29]OC. The catalyst is O.C1C=CC([P]([Pd]([P](C2C=CC=CC=2)(C2C=CC=CC=2)C2C=CC=CC=2)([P](C2C=CC=CC=2)(C2C=CC=CC=2)C2C=CC=CC=2)[P](C2C=CC=CC=2)(C2C=CC=CC=2)C2C=CC=CC=2)(C2C=CC=CC=2)C2C=CC=CC=2)=CC=1. The product is [CH:28]([C:2]1[CH:7]=[CH:6][C:5]([NH:8][N:9]2[C:17](=[O:18])[C:16]3[C:11](=[CH:12][CH:13]=[CH:14][CH:15]=3)[C:10]2=[O:19])=[CH:4][CH:3]=1)=[CH2:29]. The yield is 0.130. (2) The reactants are [F:1][C:2]1[CH:10]=[CH:9][C:5]([C:6](Cl)=[O:7])=[CH:4][CH:3]=1.[NH:11]1[C:19]2[C:14](=[CH:15][CH:16]=[C:17]([C:20]([O:22][CH3:23])=[O:21])[CH:18]=2)[CH:13]=[CH:12]1.[Cl-].C([Al+]CC)C. The catalyst is ClCCCl. The product is [F:1][C:2]1[CH:10]=[CH:9][C:5]([C:6]([C:13]2[C:14]3[C:19](=[CH:18][C:17]([C:20]([O:22][CH3:23])=[O:21])=[CH:16][CH:15]=3)[NH:11][CH:12]=2)=[O:7])=[CH:4][CH:3]=1. The yield is 0.380.